Dataset: Reaction yield outcomes from USPTO patents with 853,638 reactions. Task: Predict the reaction yield, written as a fraction of the theoretical maximum amount of product (1.0 means a 100% yield; for example, 0.34 means a 34% yield). (1) The reactants are [I:1][C:2]1[CH:7]=[CH:6][NH:5][C:4](=[O:8])[CH:3]=1.C1C=CN=C(C2C=[CH:17][CH:18]=[CH:19]N=2)C=1.C1(B(O)O)CC1.C([O-])([O-])=O.[Na+].[Na+]. The catalyst is ClC(Cl)C.CC([O-])=O.CC([O-])=O.[Cu+2]. The product is [CH:17]1([N:5]2[CH:6]=[CH:7][C:2]([I:1])=[CH:3][C:4]2=[O:8])[CH2:18][CH2:19]1. The yield is 0.810. (2) The reactants are [C:1]([O:5][C:6]([N:8]1[C:17]2[C:12](=[CH:13][CH:14]=[C:15]([N+:18]([O-])=O)[CH:16]=2)[C:11]([CH3:22])([CH3:21])[CH2:10][CH2:9]1)=[O:7])([CH3:4])([CH3:3])[CH3:2]. The catalyst is CO.[Pd]. The product is [NH2:18][C:15]1[CH:16]=[C:17]2[C:12]([C:11]([CH3:22])([CH3:21])[CH2:10][CH2:9][N:8]2[C:6]([O:5][C:1]([CH3:4])([CH3:3])[CH3:2])=[O:7])=[CH:13][CH:14]=1. The yield is 0.950. (3) The reactants are [CH3:1][C:2]([CH3:62])([CH3:61])[C@H:3]([N:45]1[CH2:49][CH2:48][N:47]([CH2:50][C:51]2[CH:56]=[CH:55][CH:54]=[CH:53][C:52]=2[N+:57]([O-])=O)[C:46]1=[O:60])[C:4]([NH:6][C@@H:7]([CH2:38][C:39]1[CH:44]=[CH:43][CH:42]=[CH:41][CH:40]=1)[C@@H:8]([OH:37])[CH2:9][C@@H:10]([NH:24][C:25]([C@@H:27]([NH:32][C:33](=[O:36])[O:34][CH3:35])[C:28]([CH3:31])([CH3:30])[CH3:29])=[O:26])[CH2:11][C:12]1[CH:17]=[CH:16][C:15]([C:18]2[CH:23]=[CH:22][CH:21]=[CH:20][N:19]=2)=[CH:14][CH:13]=1)=[O:5]. The catalyst is C(O)C.[Pd]. The product is [NH2:57][C:52]1[CH:53]=[CH:54][CH:55]=[CH:56][C:51]=1[CH2:50][N:47]1[CH2:48][CH2:49][N:45]([C@@H:3]([C:2]([CH3:1])([CH3:61])[CH3:62])[C:4]([NH:6][C@@H:7]([CH2:38][C:39]2[CH:44]=[CH:43][CH:42]=[CH:41][CH:40]=2)[C@@H:8]([OH:37])[CH2:9][C@@H:10]([NH:24][C:25]([C@@H:27]([NH:32][C:33](=[O:36])[O:34][CH3:35])[C:28]([CH3:30])([CH3:29])[CH3:31])=[O:26])[CH2:11][C:12]2[CH:13]=[CH:14][C:15]([C:18]3[CH:23]=[CH:22][CH:21]=[CH:20][N:19]=3)=[CH:16][CH:17]=2)=[O:5])[C:46]1=[O:60]. The yield is 0.550.